Task: Predict the product of the given reaction.. Dataset: Forward reaction prediction with 1.9M reactions from USPTO patents (1976-2016) (1) Given the reactants [H-].[Na+].[CH3:3][NH:4][C:5]1[N:9]([CH3:10])[C:8]([C:11]2[CH:16]=[CH:15][N:14]=[CH:13][CH:12]=2)=[N:7][N:6]=1.Cl[CH2:18][C:19]1[N:23]=[C:22]([C:24]2[CH:29]=[CH:28][CH:27]=[C:26]([Cl:30])[CH:25]=2)[O:21][N:20]=1, predict the reaction product. The product is: [Cl:30][C:26]1[CH:25]=[C:24]([C:22]2[O:21][N:20]=[C:19]([CH2:18][N:4]([CH3:3])[C:5]3[N:9]([CH3:10])[C:8]([C:11]4[CH:16]=[CH:15][N:14]=[CH:13][CH:12]=4)=[N:7][N:6]=3)[N:23]=2)[CH:29]=[CH:28][CH:27]=1. (2) The product is: [NH2:8][C@@H:9]([C:10]([CH3:11])([S:13][CH3:14])[CH3:12])[C:15]([N:17]([CH3:30])[C@@H:18]([CH:27]([CH3:29])[CH3:28])/[CH:19]=[C:20](\[CH3:26])/[C:21]([O:23][CH2:24][CH3:25])=[O:22])=[O:16]. Given the reactants C(OC([NH:8][C@H:9]([C:15]([N:17]([CH3:30])[C@@H:18]([CH:27]([CH3:29])[CH3:28])/[CH:19]=[C:20](\[CH3:26])/[C:21]([O:23][CH2:24][CH3:25])=[O:22])=[O:16])[C:10]([S:13][CH3:14])([CH3:12])[CH3:11])=O)(C)(C)C.Cl.O1CCOCC1, predict the reaction product.